From a dataset of Forward reaction prediction with 1.9M reactions from USPTO patents (1976-2016). Predict the product of the given reaction. The product is: [NH2:6][C:5]1[CH:7]=[CH:8][N:1]([C@@H:16]2[CH2:17][O:18][C@H:19]3[C@@H:20]([O:21][CH:22]([C:25]4[CH:30]=[CH:29][CH:28]=[CH:27][CH:26]=4)[O:23][CH2:24]3)[C@H:15]2[F:14])[C:2](=[O:3])[N:4]=1. Given the reactants [NH:1]1[CH:8]=[CH:7][C:5]([NH2:6])=[N:4][C:2]1=[O:3].[Li]CCCC.[F:14][C@@H:15]1[C@@H:20]2[O:21][CH:22]([C:25]3[CH:30]=[CH:29][CH:28]=[CH:27][CH:26]=3)[O:23][CH2:24][C@H:19]2[O:18][CH2:17][C@@H:16]1OS(C(F)(F)F)(=O)=O, predict the reaction product.